From a dataset of Forward reaction prediction with 1.9M reactions from USPTO patents (1976-2016). Predict the product of the given reaction. (1) Given the reactants [CH2:1]1COC[CH2:2]1.BrC(F)=CC1C=CC(C#N)=CC=1.C[C:19]([CH3:33])=[CH:20][C:21]#[C:22][C:23]1[CH:32]=[CH:31][C:26]([C:27]([O:29][CH3:30])=[O:28])=[CH:25][CH:24]=1.N#N, predict the reaction product. The product is: [CH3:30][O:29][C:27](=[O:28])[C:26]1[CH:25]=[CH:24][C:23]([C:22]#[C:21]/[CH:20]=[CH:19]/[CH:33]2[CH2:2][CH2:1]2)=[CH:32][CH:31]=1. (2) Given the reactants [F:1][C:2]([F:17])([F:16])[C:3](=O)[CH2:4][C:5]([C:7]1[CH:12]=[CH:11][C:10]([S:13][CH3:14])=[CH:9][N:8]=1)=O.S(O)(O)(=O)=O.[CH3:23][S:24][C:25](=[NH:27])[NH2:26].C([O-])(=O)C.[Na+].O, predict the reaction product. The product is: [CH3:23][S:24][C:25]1[N:27]=[C:5]([C:7]2[CH:12]=[CH:11][C:10]([S:13][CH3:14])=[CH:9][N:8]=2)[CH:4]=[C:3]([C:2]([F:17])([F:16])[F:1])[N:26]=1. (3) Given the reactants [CH3:1][O:2][C:3]1[N:8]=[CH:7][C:6]([NH:9][C:10]2[C:17]([C:18]3[N:26]=[C:25]([CH3:27])[N:24]=[C:23]4[C:19]=3[N:20]=[CH:21][N:22]4[CH:28]3[CH2:33][CH2:32][CH2:31][CH2:30][O:29]3)=[CH:16][C:13]([CH:14]=[O:15])=[CH:12][N:11]=2)=[CH:5][CH:4]=1.[C:34]([Mg]Cl)([CH3:37])([CH3:36])[CH3:35].Cl, predict the reaction product. The product is: [CH3:1][O:2][C:3]1[N:8]=[CH:7][C:6]([NH:9][C:10]2[N:11]=[CH:12][C:13]([CH:14]([OH:15])[C:34]([CH3:37])([CH3:36])[CH3:35])=[CH:16][C:17]=2[C:18]2[N:26]=[C:25]([CH3:27])[N:24]=[C:23]3[C:19]=2[N:20]=[CH:21][N:22]3[CH:28]2[CH2:33][CH2:32][CH2:31][CH2:30][O:29]2)=[CH:5][CH:4]=1. (4) Given the reactants Cl[C:2]1[C:3]([C:8]([CH3:13])([CH3:12])[C:9]([OH:11])=O)=[N:4][CH:5]=[CH:6][N:7]=1.S(Cl)(Cl)=O.C(N(CC)CC)C.Cl.Cl.Cl.[CH3:28][C:29]1[CH:30]=[CH:31][C:32]([NH:35][C@H:36]2[CH2:39][C@@H:38]([NH2:40])[CH2:37]2)=[N:33][CH:34]=1.CC(C)([O-])C.[Na+], predict the reaction product. The product is: [CH3:12][C:8]1([CH3:13])[C:3]2[C:2](=[N:7][CH:6]=[CH:5][N:4]=2)[N:40]([C@H:38]2[CH2:37][C@@H:36]([NH:35][C:32]3[CH:31]=[CH:30][C:29]([CH3:28])=[CH:34][N:33]=3)[CH2:39]2)[C:9]1=[O:11]. (5) Given the reactants [Br:1][C:2]1[C:3]([CH3:14])=[C:4]([Cl:13])[CH:5]=[C:6]([CH:10](Cl)[CH3:11])[C:7]=1[O:8][CH3:9].[I:15][C:16]1[C:24]2[C:19](=[N:20][CH:21]=[N:22][C:23]=2[NH2:25])[NH:18][N:17]=1.C(=O)([O-])[O-].[Cs+].[Cs+].[I-].[K+], predict the reaction product. The product is: [Br:1][C:2]1[C:7]([O:8][CH3:9])=[C:6]([CH:10]([N:18]2[C:19]3=[N:20][CH:21]=[N:22][C:23]([NH2:25])=[C:24]3[C:16]([I:15])=[N:17]2)[CH3:11])[CH:5]=[C:4]([Cl:13])[C:3]=1[CH3:14]. (6) Given the reactants [C:1](Cl)(=[O:5])[C:2](Cl)=O.C(OC(O[NH:15][C:16]1[S:17][C:18]([C:21]([OH:23])=O)=[CH:19][N:20]=1)=O)(C)(C)C.[Cl:24][C:25]1[CH:31]=[CH:30][CH:29]=[C:28]([CH3:32])[C:26]=1[NH2:27].[C:33](OC(ONC1SC(C(Cl)=O)=CN=1)=O)(C)(C)[CH3:34].C(N(C(C)C)CC)(C)C, predict the reaction product. The product is: [Cl:24][C:25]1[CH:31]=[CH:30][CH:29]=[C:28]([CH3:32])[C:26]=1[NH:27][C:21]([C:18]1[S:17][C:16]([NH:15][C:1]([CH:2]2[CH2:34][CH2:33]2)=[O:5])=[N:20][CH:19]=1)=[O:23].